Dataset: Catalyst prediction with 721,799 reactions and 888 catalyst types from USPTO. Task: Predict which catalyst facilitates the given reaction. (1) Reactant: [C:1]([O:5][C:6]([N:8]([C:18]1[N:23]2[N:24]=[CH:25][CH:26]=[C:22]2[C:21]([C:27]#[N:28])=[C:20]([OH:29])[C:19]=1[CH2:30][CH2:31][OH:32])[C:9]1[CH:14]=[CH:13][C:12]([O:15][CH2:16][CH3:17])=[CH:11][CH:10]=1)=[O:7])([CH3:4])([CH3:3])[CH3:2].[C:33]([Si:37]([CH3:40])([CH3:39])Cl)([CH3:36])([CH3:35])[CH3:34].N1C=CN=C1.CO. Product: [C:1]([O:5][C:6]([N:8]([C:18]1[N:23]2[N:24]=[CH:25][CH:26]=[C:22]2[C:21]([C:27]#[N:28])=[C:20]([OH:29])[C:19]=1[CH2:30][CH2:31][O:32][Si:37]([C:33]([CH3:36])([CH3:35])[CH3:34])([CH3:40])[CH3:39])[C:9]1[CH:10]=[CH:11][C:12]([O:15][CH2:16][CH3:17])=[CH:13][CH:14]=1)=[O:7])([CH3:4])([CH3:3])[CH3:2]. The catalyst class is: 96. (2) Reactant: [CH3:1][C:2]1[CH:10]=[C:9](/[CH:11]=[CH:12]/[C:13]2[C:22]([CH3:23])=[CH:21][C:20]3[C:19]([CH3:25])([CH3:24])[CH:18]([OH:26])[CH2:17][C:16]([CH3:28])([CH3:27])[C:15]=3[CH:14]=2)[CH:8]=[CH:7][C:3]=1[C:4]([OH:6])=[O:5].CC(OI1(OC(C)=O)(OC(C)=O)OC(=O)C2C=CC=CC1=2)=O. Product: [CH3:1][C:2]1[CH:10]=[C:9](/[CH:11]=[CH:12]/[C:13]2[C:22]([CH3:23])=[CH:21][C:20]3[C:19]([CH3:24])([CH3:25])[C:18](=[O:26])[CH2:17][C:16]([CH3:28])([CH3:27])[C:15]=3[CH:14]=2)[CH:8]=[CH:7][C:3]=1[C:4]([OH:6])=[O:5]. The catalyst class is: 448.